Dataset: NCI-60 drug combinations with 297,098 pairs across 59 cell lines. Task: Regression. Given two drug SMILES strings and cell line genomic features, predict the synergy score measuring deviation from expected non-interaction effect. (1) Drug 1: CC1CCC2CC(C(=CC=CC=CC(CC(C(=O)C(C(C(=CC(C(=O)CC(OC(=O)C3CCCCN3C(=O)C(=O)C1(O2)O)C(C)CC4CCC(C(C4)OC)OCCO)C)C)O)OC)C)C)C)OC. Drug 2: CC12CCC3C(C1CCC2OP(=O)(O)O)CCC4=C3C=CC(=C4)OC(=O)N(CCCl)CCCl.[Na+]. Cell line: ACHN. Synergy scores: CSS=5.37, Synergy_ZIP=-4.14, Synergy_Bliss=-1.60, Synergy_Loewe=-17.4, Synergy_HSA=-1.37. (2) Drug 1: CC(C1=C(C=CC(=C1Cl)F)Cl)OC2=C(N=CC(=C2)C3=CN(N=C3)C4CCNCC4)N. Drug 2: C1C(C(OC1N2C=NC3=C2NC=NCC3O)CO)O. Cell line: MDA-MB-435. Synergy scores: CSS=19.0, Synergy_ZIP=1.73, Synergy_Bliss=3.95, Synergy_Loewe=-13.0, Synergy_HSA=0.262. (3) Drug 1: C1=CC(=CC=C1CCC2=CNC3=C2C(=O)NC(=N3)N)C(=O)NC(CCC(=O)O)C(=O)O. Drug 2: CCC1=C2CN3C(=CC4=C(C3=O)COC(=O)C4(CC)O)C2=NC5=C1C=C(C=C5)O. Cell line: NCIH23. Synergy scores: CSS=21.1, Synergy_ZIP=-0.472, Synergy_Bliss=1.89, Synergy_Loewe=-26.7, Synergy_HSA=2.33. (4) Drug 1: CC12CCC3C(C1CCC2=O)CC(=C)C4=CC(=O)C=CC34C. Drug 2: CC1C(C(CC(O1)OC2CC(CC3=C2C(=C4C(=C3O)C(=O)C5=CC=CC=C5C4=O)O)(C(=O)C)O)N)O. Cell line: HOP-92. Synergy scores: CSS=42.8, Synergy_ZIP=2.65, Synergy_Bliss=1.46, Synergy_Loewe=-9.51, Synergy_HSA=1.64.